From a dataset of Forward reaction prediction with 1.9M reactions from USPTO patents (1976-2016). Predict the product of the given reaction. (1) The product is: [CH:34]1([CH2:33][CH:18]2[CH2:17][CH2:16][C:15]3[S:14][C:13]([NH:12][C:11]([CH2:10][N:8]4[CH2:9][C@H:5]([O:4][CH3:3])[C@@H:6]([NH:23][C:24]([C:26]5[S:27][C:28]([Cl:31])=[CH:29][CH:30]=5)=[O:25])[CH2:7]4)=[O:22])=[N:21][C:20]=3[NH:19]2)[CH2:36][CH2:35]1. Given the reactants Cl.Cl.[CH3:3][O:4][C@H:5]1[CH2:9][N:8]([CH2:10][C:11](=[O:22])[NH:12][C:13]2[S:14][C:15]3[CH2:16][CH2:17][CH2:18][NH:19][C:20]=3[N:21]=2)[CH2:7][C@@H:6]1[NH:23][C:24]([C:26]1[S:27][C:28]([Cl:31])=[CH:29][CH:30]=1)=[O:25].Br[CH2:33][CH:34]1[CH2:36][CH2:35]1, predict the reaction product. (2) The product is: [N:58]1([C:45]2[CH:46]=[CH:47][C:48]([C:2]3[C:11]4[C:6](=[CH:7][C:8]([S:12]([NH:32][C:28]5[S:27][CH:31]=[N:30][N:29]=5)(=[O:14])=[O:15])=[CH:9][CH:10]=4)[CH:5]=[CH:4][N:3]=3)=[C:43]([O:42][CH3:41])[CH:44]=2)[C:66]2[C:61](=[CH:62][CH:63]=[CH:64][CH:65]=2)[CH:60]=[CH:59]1. Given the reactants Cl[C:2]1[C:11]2[C:6](=[CH:7][C:8]([S:12]([O:15]C3C(F)=C(F)C(F)=C(F)C=3F)(=[O:14])=O)=[CH:9][CH:10]=2)[CH:5]=[CH:4][N:3]=1.[S:27]1[CH:31]=[N:30][N:29]=[C:28]1[NH2:32].P([O-])([O-])([O-])=O.[K+].[K+].[K+].[CH3:41][O:42][C:43]1[CH:44]=[C:45]([N:58]2[C:66]3[C:61](=[CH:62][CH:63]=[CH:64][CH:65]=3)[CH:60]=[CH:59]2)[CH:46]=[CH:47][C:48]=1B1OC(C)(C)C(C)(C)O1.Cl.O1CCOCC1, predict the reaction product. (3) Given the reactants [CH2:1]([O:3][C:4](=[O:31])[CH:5]([OH:30])[CH2:6][C:7]1[CH:12]=[CH:11][C:10]([CH2:13][CH2:14][N:15]([C:23]([O:25][C:26]([CH3:29])([CH3:28])[CH3:27])=[O:24])[CH2:16][CH2:17][CH2:18][CH2:19][CH2:20][CH2:21][CH3:22])=[CH:9][CH:8]=1)[CH3:2].[C:32]1(O)[CH:37]=[CH:36][CH:35]=[CH:34][CH:33]=1, predict the reaction product. The product is: [CH2:1]([O:3][C:4](=[O:31])[CH:5]([O:30][C:32]1[CH:37]=[CH:36][CH:35]=[CH:34][CH:33]=1)[CH2:6][C:7]1[CH:12]=[CH:11][C:10]([CH2:13][CH2:14][N:15]([C:23]([O:25][C:26]([CH3:29])([CH3:28])[CH3:27])=[O:24])[CH2:16][CH2:17][CH2:18][CH2:19][CH2:20][CH2:21][CH3:22])=[CH:9][CH:8]=1)[CH3:2]. (4) Given the reactants [NH2:1][C:2]1[CH:3]=[C:4]([C:8]2[N:9]=[CH:10][N:11]([C:13]([N:15]([CH:17]3[CH2:22][CH2:21][N:20]([C:23]4[CH:28]=[CH:27][C:26]([O:29]C)=[CH:25][CH:24]=4)[CH2:19][CH2:18]3)[CH3:16])=[O:14])[CH:12]=2)[CH:5]=[CH:6][CH:7]=1.B(Br)(Br)Br, predict the reaction product. The product is: [NH2:1][C:2]1[CH:3]=[C:4]([C:8]2[N:9]=[CH:10][N:11]([C:13]([N:15]([CH:17]3[CH2:18][CH2:19][N:20]([C:23]4[CH:24]=[CH:25][C:26]([OH:29])=[CH:27][CH:28]=4)[CH2:21][CH2:22]3)[CH3:16])=[O:14])[CH:12]=2)[CH:5]=[CH:6][CH:7]=1. (5) Given the reactants [C:1]1(/[CH:7]=[CH:8]/[C:9]2[CH:14]=[CH:13][C:12]([CH2:15][O:16][CH2:17][CH2:18][O:19][CH2:20][CH2:21][O:22]COC)=[CH:11][CH:10]=2)[CH:6]=[CH:5][CH:4]=[CH:3][CH:2]=1.Cl, predict the reaction product. The product is: [C:1]1(/[CH:7]=[CH:8]/[C:9]2[CH:10]=[CH:11][C:12]([CH2:15][O:16][CH2:17][CH2:18][O:19][CH2:20][CH2:21][OH:22])=[CH:13][CH:14]=2)[CH:2]=[CH:3][CH:4]=[CH:5][CH:6]=1.